Predict which catalyst facilitates the given reaction. From a dataset of Catalyst prediction with 721,799 reactions and 888 catalyst types from USPTO. (1) Reactant: C([Li])CCC.Br[C:7]1[CH:8]=[C:9]([CH3:21])[C:10]([O:13][Si](C(C)(C)C)(C)C)=[N:11][CH:12]=1.[Br:22][C:23]1[CH:24]=[C:25]([C:29]([C:37]2[CH:42]=[CH:41][CH:40]=[C:39]([F:43])[C:38]=2[C:44]#[N:45])=[N:30]S(C(C)(C)C)=O)[CH:26]=[CH:27][CH:28]=1.Cl.[OH-].[Na+]. Product: [NH2:45][C:44]1[C:38]2[C:37](=[CH:42][CH:41]=[CH:40][C:39]=2[F:43])[C:29]([C:7]2[CH:8]=[C:9]([CH3:21])[C:10](=[O:13])[NH:11][CH:12]=2)([C:25]2[CH:26]=[CH:27][CH:28]=[C:23]([Br:22])[CH:24]=2)[N:30]=1. The catalyst class is: 20. (2) Reactant: [Br:1][C:2]1[CH:7]=[C:6]([CH3:8])[C:5]([O:9][CH3:10])=[CH:4][C:3]=1[NH:11][C:12](=[O:16])[CH:13]([CH3:15])[CH3:14].[OH-].[K+].[CH3:19][O:20][C:21]1[CH:28]=[CH:27][C:24]([CH2:25]Cl)=[CH:23][CH:22]=1.O. Product: [Br:1][C:2]1[CH:7]=[C:6]([CH3:8])[C:5]([O:9][CH3:10])=[CH:4][C:3]=1[N:11]([CH2:25][C:24]1[CH:27]=[CH:28][C:21]([O:20][CH3:19])=[CH:22][CH:23]=1)[C:12](=[O:16])[CH:13]([CH3:14])[CH3:15]. The catalyst class is: 16. (3) Reactant: [I:1][C:2]1[CH:3]=[C:4]2[C:9](=[CH:10][CH:11]=1)[N:8]=[C:7]([C:12]([O:14]CC)=[O:13])[CH:6]=[N:5]2.[OH-].[Na+].C(O)C. Product: [I:1][C:2]1[CH:3]=[C:4]2[C:9](=[CH:10][CH:11]=1)[N:8]=[C:7]([C:12]([OH:14])=[O:13])[CH:6]=[N:5]2. The catalyst class is: 15. (4) The catalyst class is: 8. Reactant: Cl[C:2]1[N:7]=[C:6]([NH:8][C@H:9]([C:11]2[N:16]=[CH:15][C:14]([F:17])=[CH:13][N:12]=2)[CH3:10])[N:5]=[C:4]([NH:18][C:19]2[N:20]=[CH:21][N:22]([CH2:24][C:25]#[N:26])[CH:23]=2)[N:3]=1.[NH:27]1[CH2:32][CH2:31][O:30][CH2:29][CH2:28]1. Product: [F:17][C:14]1[CH:13]=[N:12][C:11]([C@@H:9]([NH:8][C:6]2[N:7]=[C:2]([N:27]3[CH2:32][CH2:31][O:30][CH2:29][CH2:28]3)[N:3]=[C:4]([NH:18][C:19]3[N:20]=[CH:21][N:22]([CH2:24][C:25]#[N:26])[CH:23]=3)[N:5]=2)[CH3:10])=[N:16][CH:15]=1. (5) Reactant: C(O[CH:4](OCC)[CH2:5][C:6](=[C:8]([C:11]#[N:12])[C:9]#[N:10])[CH3:7])C.[OH:16]S(O)(=O)=O. Product: [CH3:7][C:6]1[CH:5]=[CH:4][NH:10][C:9](=[O:16])[C:8]=1[C:11]#[N:12]. The catalyst class is: 6.